The task is: Predict the reaction yield, written as a fraction of the theoretical maximum amount of product (1.0 means a 100% yield; for example, 0.34 means a 34% yield).. This data is from Reaction yield outcomes from USPTO patents with 853,638 reactions. (1) The reactants are Br[C:2]1[CH:7]=[CH:6][C:5]([N:8]2[C:12]([CH3:13])=[CH:11][CH:10]=[C:9]2[C:14]2[CH:19]=[CH:18][C:17]([S:20]([CH3:23])(=[O:22])=[O:21])=[C:16]([F:24])[CH:15]=2)=[CH:4][CH:3]=1.C([Sn](CCCC)(CCCC)[C:30]1[N:31]=[CH:32][S:33][CH:34]=1)CCC.[Cl-].[Li+]. The catalyst is O1CCOCC1.C1C=CC([P]([Pd]([P](C2C=CC=CC=2)(C2C=CC=CC=2)C2C=CC=CC=2)([P](C2C=CC=CC=2)(C2C=CC=CC=2)C2C=CC=CC=2)[P](C2C=CC=CC=2)(C2C=CC=CC=2)C2C=CC=CC=2)(C2C=CC=CC=2)C2C=CC=CC=2)=CC=1. The product is [F:24][C:16]1[CH:15]=[C:14]([C:9]2[N:8]([C:5]3[CH:6]=[CH:7][C:2]([C:30]4[N:31]=[CH:32][S:33][CH:34]=4)=[CH:3][CH:4]=3)[C:12]([CH3:13])=[CH:11][CH:10]=2)[CH:19]=[CH:18][C:17]=1[S:20]([CH3:23])(=[O:22])=[O:21]. The yield is 0.688. (2) The reactants are [C:1]([O:5][C:6](=[O:22])[NH:7][CH2:8][CH2:9][O:10][N:11]1C(=O)C2C(=CC=CC=2)C1=O)([CH3:4])([CH3:3])[CH3:2].CNN. The catalyst is C(Cl)Cl. The product is [C:1]([O:5][C:6](=[O:22])[NH:7][CH2:8][CH2:9][O:10][NH2:11])([CH3:4])([CH3:2])[CH3:3]. The yield is 1.02. (3) The reactants are [Cl:1][C:2]1[NH:3][C:4]2[CH:10]=[C:9]([O:11]C)[CH:8]=[CH:7][C:5]=2[N:6]=1.B(Br)(Br)Br. The catalyst is ClCCl. The product is [Cl:1][C:2]1[NH:3][C:4]2[CH:10]=[C:9]([OH:11])[CH:8]=[CH:7][C:5]=2[N:6]=1. The yield is 0.990. (4) The reactants are [F:1][C:2]([F:38])([F:37])[C:3]1[CH:4]=[C:5]([CH:34]=[CH:35][CH:36]=1)[C:6]([NH:8][CH2:9][C:10]([NH:12][C@@H:13]1[CH2:17][CH2:16][N:15]([CH:18]2[CH2:23][CH2:22][N:21](C(OCC3C=CC=CC=3)=O)[CH2:20][CH2:19]2)[CH2:14]1)=[O:11])=[O:7].[H][H]. The catalyst is CO.[Pd]. The product is [O:11]=[C:10]([NH:12][C@@H:13]1[CH2:17][CH2:16][N:15]([CH:18]2[CH2:19][CH2:20][NH:21][CH2:22][CH2:23]2)[CH2:14]1)[CH2:9][NH:8][C:6](=[O:7])[C:5]1[CH:34]=[CH:35][CH:36]=[C:3]([C:2]([F:38])([F:37])[F:1])[CH:4]=1. The yield is 0.970. (5) The catalyst is C1COCC1. The yield is 0.850. The product is [Cl:16][C:13]1[CH:12]=[CH:11][N:10]=[C:9]2[CH:8]=[C:7]([C:5](=[S:6])[NH2:4])[S:15][C:14]=12. The reactants are COC[NH:4][C:5]([C:7]1[S:15][C:14]2[C:9](=[N:10][CH:11]=[CH:12][C:13]=2[Cl:16])[CH:8]=1)=[S:6].Cl.[NH4+].[OH-].